Dataset: Full USPTO retrosynthesis dataset with 1.9M reactions from patents (1976-2016). Task: Predict the reactants needed to synthesize the given product. (1) Given the product [S:1]1[C:9]2[CH2:8][CH2:7][O:6][CH:5]([CH2:10][NH:11][C:17](=[O:18])[O:16][C:13]([CH3:15])([CH3:14])[CH3:12])[C:4]=2[CH:3]=[CH:2]1, predict the reactants needed to synthesize it. The reactants are: [S:1]1[C:9]2[CH2:8][CH2:7][O:6][CH:5]([CH2:10][NH2:11])[C:4]=2[CH:3]=[CH:2]1.[CH3:12][C:13]([O:16][C:17](O[C:17]([O:16][C:13]([CH3:15])([CH3:14])[CH3:12])=[O:18])=[O:18])([CH3:15])[CH3:14]. (2) Given the product [Br:1][C:2]1[C:10]([CH3:11])=[C:9]2[C:5]([CH2:6][C:7](=[O:12])[NH:8]2)=[CH:4][CH:3]=1, predict the reactants needed to synthesize it. The reactants are: [Br:1][C:2]1[C:10]([CH3:11])=[C:9]2[C:5]([C:6](=O)[C:7](=[O:12])[NH:8]2)=[CH:4][CH:3]=1.O.NN.Cl. (3) Given the product [CH3:13][O:12][C:9]1[CH:10]=[CH:11][C:2]([C:26](=[O:32])[CH2:27][CH2:28][C:29]([OH:31])=[O:30])=[C:3]2[C:8]=1[N:7]=[C:6]([CH3:14])[CH:5]=[CH:4]2, predict the reactants needed to synthesize it. The reactants are: Br[C:2]1[CH:11]=[CH:10][C:9]([O:12][CH3:13])=[C:8]2[C:3]=1[CH:4]=[CH:5][C:6]([CH3:14])=[N:7]2.C([Li])CCC.CCCCCC.[C:26]1(=[O:32])[O:31][C:29](=[O:30])[CH2:28][CH2:27]1.[Cl-].[NH4+].[OH-].[Na+].Cl. (4) Given the product [C:17]([C:11]1[CH:12]=[CH:13][C:4]([C:3]([O:2][CH3:1])=[O:15])=[CH:5][C:6]=1[C:7]([O:9][CH3:10])=[O:8])#[N:18], predict the reactants needed to synthesize it. The reactants are: [CH3:1][O:2][C:3](=[O:15])[C:4]1[CH:13]=[CH:12][C:11](Br)=[C:6]([C:7]([O:9][CH3:10])=[O:8])[CH:5]=1.[Cu][C:17]#[N:18].O1CCOCC1. (5) The reactants are: [Cl:1][C:2]1[CH:3]=[C:4]([CH:9]([O:19][CH2:20][CH2:21][NH:22][C:23]([O:25][CH3:26])=[O:24])[C:10]2[CH:11]=[C:12]([CH:16]=[CH:17][CH:18]=2)[C:13](O)=[O:14])[CH:5]=[C:6]([F:8])[CH:7]=1.[NH2:27][CH2:28][C@@H:29]([N:37]([CH3:45])[C:38](=[O:44])[O:39][C:40]([CH3:43])([CH3:42])[CH3:41])[CH2:30][C@H:31]1[CH2:36][CH2:35][CH2:34][O:33][CH2:32]1.CCN=C=NCCCN(C)C.C1C=CC2N(O)N=NC=2C=1.CCN(C(C)C)C(C)C. Given the product [C:40]([O:39][C:38](=[O:44])[N:37]([CH:29]([CH2:30][CH:31]1[CH2:36][CH2:35][CH2:34][O:33][CH2:32]1)[CH2:28][NH:27][C:13](=[O:14])[C:12]1[CH:16]=[CH:17][CH:18]=[C:10]([CH:9]([C:4]2[CH:5]=[C:6]([F:8])[CH:7]=[C:2]([Cl:1])[CH:3]=2)[O:19][CH2:20][CH2:21][NH:22][C:23]([O:25][CH3:26])=[O:24])[CH:11]=1)[CH3:45])([CH3:42])([CH3:41])[CH3:43], predict the reactants needed to synthesize it. (6) Given the product [Cl:3][C:4]1[CH:5]=[C:6]([F:33])[C:7]([O:8][C:9]([C:12]2[N:13]([CH:27]([CH3:29])[CH3:28])[C:14]([C:17]3[CH:18]=[C:19]4[C:23](=[CH:24][CH:25]=3)[C:22](=[O:26])[N:21]([CH3:35])[CH2:20]4)=[N:15][N:16]=2)([CH3:10])[CH3:11])=[C:30]([F:32])[CH:31]=1, predict the reactants needed to synthesize it. The reactants are: [H-].[Na+].[Cl:3][C:4]1[CH:31]=[C:30]([F:32])[C:7]([O:8][C:9]([C:12]2[N:13]([CH:27]([CH3:29])[CH3:28])[C:14]([C:17]3[CH:18]=[C:19]4[C:23](=[CH:24][CH:25]=3)[C:22](=[O:26])[NH:21][CH2:20]4)=[N:15][N:16]=2)([CH3:11])[CH3:10])=[C:6]([F:33])[CH:5]=1.I[CH3:35]. (7) Given the product [CH2:15]([S:12][C:7]1[CH:6]=[CH:5][C:4]([N+:9]([O-:11])=[O:10])=[CH:3][C:2]=1[F:1])[CH3:16], predict the reactants needed to synthesize it. The reactants are: [F:1][C:2]1[CH:3]=[C:4]([N+:9]([O-:11])=[O:10])[CH:5]=[CH:6][C:7]=1F.[S:12]1(CC[CH2:16][CH2:15]1)(=O)=O.